Dataset: Forward reaction prediction with 1.9M reactions from USPTO patents (1976-2016). Task: Predict the product of the given reaction. The product is: [ClH:53].[NH2:4][C@H:3]([C:12]1[NH:13][C:14]([C:17]2[CH:18]=[C:19]3[C:24](=[CH:25][CH:26]=2)[CH:23]=[C:22]([C:27]2[CH:32]=[CH:31][C:30]([C:33]4[NH:37][C:36]([C@@H:38]([NH2:43])[C:39]([CH3:42])([CH3:41])[CH3:40])=[N:35][CH:34]=4)=[CH:29][CH:28]=2)[CH:21]=[CH:20]3)=[CH:15][N:16]=1)[C:2]([CH3:51])([CH3:52])[CH3:1]. Given the reactants [CH3:1][C:2]([CH3:52])([CH3:51])[C@@H:3]([C:12]1[NH:13][C:14]([C:17]2[CH:18]=[C:19]3[C:24](=[CH:25][CH:26]=2)[CH:23]=[C:22]([C:27]2[CH:32]=[CH:31][C:30]([C:33]4[NH:37][C:36]([C@@H:38]([NH:43]C(=O)OC(C)(C)C)[C:39]([CH3:42])([CH3:41])[CH3:40])=[N:35][CH:34]=4)=[CH:29][CH:28]=2)[CH:21]=[CH:20]3)=[CH:15][N:16]=1)[NH:4]C(OC(C)(C)C)=O.[ClH:53].O1CCOCC1, predict the reaction product.